Dataset: Acute oral toxicity (LD50) regression data from Zhu et al.. Task: Regression/Classification. Given a drug SMILES string, predict its toxicity properties. Task type varies by dataset: regression for continuous values (e.g., LD50, hERG inhibition percentage) or binary classification for toxic/non-toxic outcomes (e.g., AMES mutagenicity, cardiotoxicity, hepatotoxicity). Dataset: ld50_zhu. (1) The molecule is CCOC(C1=NCC(C)(C)N1)c1ccccc1. The rat oral LD50 is 2.66, given as -log10 of the dose in mol/kg body weight (higher means more acutely toxic). (2) The rat oral LD50 is 1.00, given as -log10 of the dose in mol/kg body weight (higher means more acutely toxic). The compound is CCOC(=O)C(C)C[Si](C)(OCC)OCC. (3) The molecule is CNC(=S)C=Cc1ccc2c(c1)OCO2. The rat oral LD50 is 2.98, given as -log10 of the dose in mol/kg body weight (higher means more acutely toxic). (4) The compound is Cc1nc(N)nc(N)c1-c1ccc(Br)cc1. The rat oral LD50 is 3.05, given as -log10 of the dose in mol/kg body weight (higher means more acutely toxic).